Dataset: Blood-brain barrier penetration binary classification data from Martins et al.. Task: Regression/Classification. Given a drug SMILES string, predict its absorption, distribution, metabolism, or excretion properties. Task type varies by dataset: regression for continuous measurements (e.g., permeability, clearance, half-life) or binary classification for categorical outcomes (e.g., BBB penetration, CYP inhibition). Dataset: bbb_martins. (1) The drug is CC/C(=C(\c1ccccc1)c1ccc(OCCN(C)C)cc1)c1ccccc1. The result is 1 (penetrates BBB). (2) The molecule is CC(CNC(=O)c1ccccc1)C(=O)OCC(=O)[C@@]12OC(C)(C)O[C@@H]1C[C@H]1[C@@H]3CCC4=CC(=O)C=C[C@]4(C)[C@@]3(F)[C@@H](O)C[C@@]12C. The result is 1 (penetrates BBB). (3) The drug is Cc1ccc2c(c1)C1CN(C)CCC1N2. The result is 1 (penetrates BBB). (4) The result is 0 (does not penetrate BBB). The compound is COC(=O)C1=C(C)NC(C)=C(C(=O)OC)C1c1ccccc1[N+](=O)[O-]. (5) The drug is O=C1CN(O)C(c2ccccc2)=c2cc(Cl)ccc2=N1. The result is 1 (penetrates BBB).